Dataset: Catalyst prediction with 721,799 reactions and 888 catalyst types from USPTO. Task: Predict which catalyst facilitates the given reaction. (1) Reactant: [H-].[Na+].[NH2:3][C@H:4]([C:7]1[CH:12]=[CH:11][C:10]([F:13])=[CH:9][CH:8]=1)[CH2:5][OH:6].Cl[CH2:15][C:16](OCC)=[O:17]. Product: [F:13][C:10]1[CH:11]=[CH:12][C:7]([C@H:4]2[NH:3][C:16](=[O:17])[CH2:15][O:6][CH2:5]2)=[CH:8][CH:9]=1. The catalyst class is: 1. (2) Reactant: [C:1]([O:5][C:6]([N:8]1[CH2:13][CH2:12][CH:11]([OH:14])[CH2:10][CH2:9]1)=[O:7])([CH3:4])([CH3:3])[CH3:2].[C:15]1([CH3:25])[CH:20]=[CH:19][C:18]([S:21](Cl)(=[O:23])=[O:22])=[CH:17][CH:16]=1.C(N(CC)CC)C.O. Product: [C:1]([O:5][C:6]([N:8]1[CH2:13][CH2:12][CH:11]([O:14][S:21]([C:18]2[CH:19]=[CH:20][C:15]([CH3:25])=[CH:16][CH:17]=2)(=[O:23])=[O:22])[CH2:10][CH2:9]1)=[O:7])([CH3:4])([CH3:2])[CH3:3]. The catalyst class is: 17.